From a dataset of Reaction yield outcomes from USPTO patents with 853,638 reactions. Predict the reaction yield, written as a fraction of the theoretical maximum amount of product (1.0 means a 100% yield; for example, 0.34 means a 34% yield). (1) The reactants are [N:1]1[C:8]([Cl:9])=[N:7][C:5](Cl)=[N:4][C:2]=1[Cl:3].[NH2:10][C@@H:11]1[C:19]2[C:14](=[CH:15][CH:16]=[CH:17][CH:18]=2)[CH2:13][CH2:12]1.CCN(C(C)C)C(C)C.O. The catalyst is C1COCC1. The product is [Cl:9][C:8]1[N:1]=[C:2]([Cl:3])[N:4]=[C:5]([NH:10][C@@H:11]2[C:19]3[C:14](=[CH:15][CH:16]=[CH:17][CH:18]=3)[CH2:13][CH2:12]2)[N:7]=1. The yield is 0.870. (2) The reactants are [CH2:1]([NH:5][S:6]([C:9]1[CH:14]=[CH:13][C:12]([N:15]2[CH2:20][CH2:19][NH:18][CH2:17][CH2:16]2)=[CH:11][CH:10]=1)(=[O:8])=[O:7])[CH:2]([CH3:4])[CH3:3].CCN(CC)CC.[C:28](Cl)(=[O:30])[CH3:29]. The catalyst is C(Cl)Cl. The product is [C:28]([N:18]1[CH2:19][CH2:20][N:15]([C:12]2[CH:11]=[CH:10][C:9]([S:6]([NH:5][CH2:1][CH:2]([CH3:4])[CH3:3])(=[O:8])=[O:7])=[CH:14][CH:13]=2)[CH2:16][CH2:17]1)(=[O:30])[CH3:29]. The yield is 0.950.